Dataset: Catalyst prediction with 721,799 reactions and 888 catalyst types from USPTO. Task: Predict which catalyst facilitates the given reaction. (1) Reactant: [I:1][C:2]1[CH:3]=[C:4](N)[CH:5]=[N:6][C:7]=1[CH3:8].C([N:12](CC)CC)C.[F:17][C:18]([F:29])([F:28])[C:19]1[CH:20]=[C:21]([CH:25]=[CH:26][CH:27]=1)[C:22](Cl)=[O:23]. Product: [I:1][C:2]1[CH:3]=[C:4]([C:20]2[C:19]([C:18]([F:29])([F:28])[F:17])=[CH:27][CH:26]=[CH:25][C:21]=2[C:22]([NH2:12])=[O:23])[CH:5]=[N:6][C:7]=1[CH3:8]. The catalyst class is: 2. (2) The catalyst class is: 5. Product: [Cl:1][C:2]1[CH:3]=[CH:4][C:5]([N:8]2[C:13](=[O:14])[C:12]3[CH:15]=[N:16][N:17]([C:18]4[CH:19]=[C:20]([CH:23]=[CH:24][CH:25]=4)[C:21]([NH2:43])=[NH:22])[C:11]=3[N:10]=[C:9]2[C:26]2[CH:31]=[CH:30][C:29]([C:32]3[CH:37]=[N:36][CH:35]=[CH:34][N:33]=3)=[CH:28][CH:27]=2)=[CH:6][CH:7]=1. Reactant: [Cl:1][C:2]1[CH:7]=[CH:6][C:5]([N:8]2[C:13](=[O:14])[C:12]3[CH:15]=[N:16][N:17]([C:18]4[CH:19]=[C:20]([CH:23]=[CH:24][CH:25]=4)[C:21]#[N:22])[C:11]=3[N:10]=[C:9]2[C:26]2[CH:31]=[CH:30][C:29]([C:32]3[CH:37]=[N:36][CH:35]=[CH:34][N:33]=3)=[CH:28][CH:27]=2)=[CH:4][CH:3]=1.Cl.C(=O)([O-])[O-].[NH4+:43].[NH4+].